From a dataset of Forward reaction prediction with 1.9M reactions from USPTO patents (1976-2016). Predict the product of the given reaction. (1) The product is: [NH:30]1[CH2:31][CH2:32][N:33]=[C:29]1[C:25]1[CH:24]=[C:23]([O:1][C:2]2[CH:3]=[C:4](/[CH:8]=[CH:9]/[C:10]([NH:12][C:13]3[CH:18]=[CH:17][CH:16]=[C:15]([CH:19]([CH3:21])[CH3:20])[CH:14]=3)=[O:11])[CH:5]=[CH:6][CH:7]=2)[CH:28]=[CH:27][N:26]=1. Given the reactants [OH:1][C:2]1[CH:3]=[C:4](/[CH:8]=[CH:9]/[C:10]([NH:12][C:13]2[CH:18]=[CH:17][CH:16]=[C:15]([CH:19]([CH3:21])[CH3:20])[CH:14]=2)=[O:11])[CH:5]=[CH:6][CH:7]=1.Cl[C:23]1[CH:28]=[CH:27][N:26]=[C:25]([C:29]2[NH:30][CH2:31][CH2:32][N:33]=2)[CH:24]=1.C(=O)([O-])[O-].[Cs+].[Cs+], predict the reaction product. (2) The product is: [N:1]([C:2]1[CH:10]=[C:9]([Br:11])[CH:8]=[CH:7][C:3]=1[C:4]([OH:6])=[O:5])=[N+:17]=[N-:18]. Given the reactants [NH2:1][C:2]1[CH:10]=[C:9]([Br:11])[CH:8]=[CH:7][C:3]=1[C:4]([OH:6])=[O:5].Cl.N([O-])=O.[Na+].[N-:17]=[N+:18]=[N-].[Na+].CC([O-])=O.[Na+], predict the reaction product. (3) Given the reactants Cl[C:2]1[N:7]=[C:6]([Cl:8])[N:5]=[C:4]([O:9][CH2:10][C:11]2([C:14]#[N:15])[CH2:13][CH2:12]2)[N:3]=1.Cl.[NH:17]1[CH2:22][CH2:21][CH:20]([C:23]2[C:31]3[C:26](=[N:27][CH:28]=[N:29][CH:30]=3)[NH:25][N:24]=2)[CH2:19][CH2:18]1.CCN(C(C)C)C(C)C.CO, predict the reaction product. The product is: [Cl:8][C:6]1[N:7]=[C:2]([N:17]2[CH2:22][CH2:21][CH:20]([C:23]3[C:31]4[C:26](=[N:27][CH:28]=[N:29][CH:30]=4)[NH:25][N:24]=3)[CH2:19][CH2:18]2)[N:3]=[C:4]([O:9][CH2:10][C:11]2([C:14]#[N:15])[CH2:13][CH2:12]2)[N:5]=1. (4) Given the reactants [C:1]([OH:10])(=[O:9])[C@@H:2]([C@H:4]([C:6]([OH:8])=[O:7])[OH:5])[OH:3].[CH3:11][N:12]1[CH2:19][C@@H:18]2[C@@H:14]([N:15]([C:20]3[CH:25]=[CH:24][C:23]([C:26]4[CH:31]=[CH:30][C:29]([N:32]5[C:37](=[O:38])[CH:36]=[CH:35][CH:34]=[N:33]5)=[CH:28][CH:27]=4)=[CH:22][CH:21]=3)[CH2:16][CH2:17]2)[CH2:13]1, predict the reaction product. The product is: [C:6]([C@@H:4]([C@H:2]([C:1]([OH:10])=[O:9])[OH:3])[OH:5])([OH:8])=[O:7].[CH3:11][N:12]1[CH2:19][C@@H:18]2[C@@H:14]([N:15]([C:20]3[CH:25]=[CH:24][C:23]([C:26]4[CH:31]=[CH:30][C:29]([N:32]5[C:37](=[O:38])[CH:36]=[CH:35][CH:34]=[N:33]5)=[CH:28][CH:27]=4)=[CH:22][CH:21]=3)[CH2:16][CH2:17]2)[CH2:13]1. (5) Given the reactants [Br:1][C:2]1[CH:11]=[C:10]2[C:5]([C:6]([CH3:16])([CH3:15])[CH2:7][CH:8]=[C:9]2[CH:12]([CH3:14])[CH3:13])=[CH:4][C:3]=1[OH:17].C(=O)([O-])[O-].[K+].[K+].I[CH2:25][CH2:26][CH3:27], predict the reaction product. The product is: [Br:1][C:2]1[CH:11]=[C:10]2[C:5]([C:6]([CH3:15])([CH3:16])[CH2:7][CH:8]=[C:9]2[CH:12]([CH3:13])[CH3:14])=[CH:4][C:3]=1[O:17][CH2:25][CH2:26][CH3:27].